Predict the product of the given reaction. From a dataset of Forward reaction prediction with 1.9M reactions from USPTO patents (1976-2016). (1) Given the reactants C[O:2][C:3]1[CH:12]=[CH:11][C:10]2[NH:9][C:8](=[O:13])[C:7]3[S:14][CH:15]=[CH:16][C:6]=3[C:5]=2[C:4]=1[C:17]1[CH:22]=[CH:21][C:20]([NH:23][S:24]([CH3:27])(=[O:26])=[O:25])=[CH:19][CH:18]=1.BrB(Br)Br, predict the reaction product. The product is: [OH:2][C:3]1[CH:12]=[CH:11][C:10]2[NH:9][C:8](=[O:13])[C:7]3[S:14][CH:15]=[CH:16][C:6]=3[C:5]=2[C:4]=1[C:17]1[CH:18]=[CH:19][C:20]([NH:23][S:24]([CH3:27])(=[O:26])=[O:25])=[CH:21][CH:22]=1. (2) Given the reactants Cl.[Cl:2][C:3]1[CH:11]=[CH:10][C:9]([N+:12]([O-])=O)=[CH:8][C:4]=1[C:5](=[NH:7])[NH2:6].Br[CH2:16][C:17]([C:19]1[O:20][CH:21]=[CH:22][CH:23]=1)=O.BrCC(C1O[C:30]([CH3:33])=CC=1)=O.BrCC([C:38]1SC=C[N:42]=1)=O.BrCC(C1SC=CC=1)=O.BrC[C:54]([C:56]1[N:57]([CH3:61])[CH:58]=[CH:59][CH:60]=1)=O.Cl[C:63]1[CH:71]=[C:70]([S:72]([CH3:75])(=O)=O)[CH:69]=[CH:68][C:64]=1C(O)=O, predict the reaction product. The product is: [CH3:64][C:68]1[N:6]=[C:5]([C:4]2[CH:8]=[C:9]([NH:12][C:17](=[O:16])[C:19]3[CH:23]=[CH:22][C:21]([N:42]4[CH2:38][C@@H:58]([CH3:59])[N:57]([CH3:61])[C@@H:56]([CH3:54])[CH2:60]4)=[CH:20][C:30]=3[CH3:33])[CH:10]=[CH:11][C:3]=2[Cl:2])[NH:7][C:69]=1[C:70]1[S:72][CH:75]=[CH:63][CH:71]=1. (3) Given the reactants [NH:1]1[C:10]2[C:5](=[CH:6][CH:7]=[CH:8][C:9]=2[CH2:11][CH2:12][C:13]2[CH:22]=[CH:21][C:16]([C:17]([O:19][CH3:20])=[O:18])=[CH:15][CH:14]=2)[CH2:4][CH2:3][CH2:2]1.C([O-])([O-])=O.[K+].[K+].[CH3:29][O:30][C:31]1[CH:32]=[C:33]([CH:36]=[C:37]([O:39][CH3:40])[CH:38]=1)[CH2:34]Br.C(OCC)(=O)C, predict the reaction product. The product is: [CH3:40][O:39][C:37]1[CH:36]=[C:33]([CH:32]=[C:31]([O:30][CH3:29])[CH:38]=1)[CH2:34][N:1]1[C:10]2[C:5](=[CH:6][CH:7]=[CH:8][C:9]=2[CH2:11][CH2:12][C:13]2[CH:14]=[CH:15][C:16]([C:17]([O:19][CH3:20])=[O:18])=[CH:21][CH:22]=2)[CH2:4][CH2:3][CH2:2]1. (4) Given the reactants [N:1]1[CH:6]=[C:5]([C@@H:7]2[CH2:12][CH2:11][CH2:10][N:8]2[CH3:9])[CH:4]=[CH:3][CH:2]=1.[Br:13][CH2:14][CH2:15][CH2:16][CH2:17][CH2:18][CH2:19][CH:20]1[CH2:24][CH2:23][CH2:22][CH2:21]1, predict the reaction product. The product is: [BrH:13].[Br-:13].[CH:20]1([CH2:19][CH2:18][CH2:17][CH2:16][CH2:15][CH2:14][N+:1]2[CH:2]=[CH:3][CH:4]=[C:5]([C@@H:7]3[CH2:12][CH2:11][CH2:10][N:8]3[CH3:9])[CH:6]=2)[CH2:24][CH2:23][CH2:22][CH2:21]1.